Predict the reactants needed to synthesize the given product. From a dataset of Full USPTO retrosynthesis dataset with 1.9M reactions from patents (1976-2016). (1) Given the product [F:22][C:23]1[C:32]2[N:27]([C:28](=[O:50])[N:29]([C:34]3[C:35]([CH3:49])=[C:36]([C:2]4[C:14]5[C:13]6[C:8](=[CH:9][C:10]([C:15]([OH:18])([CH3:17])[CH3:16])=[CH:11][CH:12]=6)[NH:7][C:6]=5[C:5]([C:19]([NH2:21])=[O:20])=[CH:4][CH:3]=4)[CH:37]=[CH:38][CH:39]=3)[C:30](=[O:33])[CH:31]=2)[CH:26]=[CH:25][CH:24]=1, predict the reactants needed to synthesize it. The reactants are: Br[C:2]1[C:14]2[C:13]3[C:8](=[CH:9][C:10]([C:15]([OH:18])([CH3:17])[CH3:16])=[CH:11][CH:12]=3)[NH:7][C:6]=2[C:5]([C:19]([NH2:21])=[O:20])=[CH:4][CH:3]=1.[F:22][C:23]1[C:32]2[N:27]([C:28](=[O:50])[N:29]([C:34]3[CH:39]=[CH:38][CH:37]=[C:36](B4OC(C)(C)C(C)(C)O4)[C:35]=3[CH3:49])[C:30](=[O:33])[CH:31]=2)[CH:26]=[CH:25][CH:24]=1.C([O-])([O-])=O.[Cs+].[Cs+]. (2) Given the product [CH3:1][N:2]([CH3:31])[C:3](=[O:4])[C:5]1[CH:10]=[C:9]([C:11]2[CH:16]=[CH:15][CH:14]=[CH:13][CH:12]=2)[CH:8]=[CH:7][C:6]=1[CH2:17][N:18]1[CH2:23][CH2:22][NH:21][CH2:20][CH2:19]1, predict the reactants needed to synthesize it. The reactants are: [CH3:1][N:2]([CH3:31])[C:3]([C:5]1[CH:10]=[C:9]([C:11]2[CH:16]=[CH:15][CH:14]=[CH:13][CH:12]=2)[CH:8]=[CH:7][C:6]=1[CH2:17][N:18]1[CH2:23][CH2:22][N:21](C(OC(C)(C)C)=O)[CH2:20][CH2:19]1)=[O:4].FC(F)(F)C(O)=O. (3) Given the product [CH3:1][N:20]1[C:19]([C:22]2[CH:23]=[C:24]([CH:47]=[C:48]([C:50]([F:51])([F:52])[F:53])[CH:49]=2)[CH2:25][O:26][CH2:27][C:28]2([C:41]3[CH:42]=[CH:43][CH:44]=[CH:45][CH:46]=3)[CH2:33][CH2:32][N:31]([C:34]([O:36][C:37]([CH3:40])([CH3:39])[CH3:38])=[O:35])[CH2:30][CH2:29]2)=[N:18][N:17]=[N:21]1.[C:78]1([CH:65]2[CH2:66][CH2:67][N:68]([C:71]([O-:73])=[O:72])[CH2:69][CH2:70]2)[CH:79]=[CH:80][CH:81]=[CH:82][CH:83]=1, predict the reactants needed to synthesize it. The reactants are: [C:1]1(C2CCN(C([O-])=O)CC2)C=CC=CC=1.C[N:17]1[N:21]=[N:20][C:19]([C:22]2[CH:23]=[C:24]([CH:47]=[C:48]([C:50]([F:53])([F:52])[F:51])[CH:49]=2)[CH2:25][O:26][CH2:27][C:28]2([C:41]3[CH:46]=[CH:45][CH:44]=[CH:43][CH:42]=3)[CH2:33][CH2:32][N:31]([C:34]([O:36][C:37]([CH3:40])([CH3:39])[CH3:38])=[O:35])[CH2:30][CH2:29]2)=[N:18]1.N1C(C2C=C(C=C(C(F)(F)F)C=2)COC[C:65]2([C:78]3[CH:83]=[CH:82][CH:81]=[CH:80][CH:79]=3)[CH2:70][CH2:69][N:68]([C:71]([O:73]C(C)(C)C)=[O:72])[CH2:67][CH2:66]2)=NN=N1.C(=O)([O-])[O-].[K+].[K+]. (4) Given the product [Cl:40][C:7]1[CH:8]=[C:9]2[C:4](=[CH:5][CH:6]=1)[O:3][C:2]1([CH2:11][CH2:10][CH2:13]1)[CH2:57][CH:56]2[NH:53][C:54](=[O:50])[CH:24]([C:20]1[C:18]2[CH:19]=[C:15]([CH3:14])[O:16][C:17]=2[CH:23]=[CH:22][CH:21]=1)[CH3:25], predict the reactants needed to synthesize it. The reactants are: C[C:2]1([CH3:13])[CH2:11][CH:10](N)[C:9]2[C:4](=[CH:5][CH:6]=[CH:7][CH:8]=2)[O:3]1.[CH3:14][C:15]1[O:16][C:17]2[CH:23]=[CH:22][CH:21]=[C:20]([CH2:24][CH2:25]C(O)=O)[C:18]=2[CH:19]=1.CCN=C=NCCCN(C)C.[ClH:40].C1C=CC2N([OH:50])N=NC=2C=1.C([N:53]([CH2:56][CH3:57])[CH2:54]C)C.